From a dataset of Catalyst prediction with 721,799 reactions and 888 catalyst types from USPTO. Predict which catalyst facilitates the given reaction. (1) Reactant: [F:1][C:2]1[C:3]([OH:11])=[CH:4][C:5]2[O:9][CH2:8][CH2:7][C:6]=2[CH:10]=1.N1C=CC=CC=1.[F:18][C:19]([F:32])([F:31])[S:20](O[S:20]([C:19]([F:32])([F:31])[F:18])(=[O:22])=[O:21])(=[O:22])=[O:21].C(O)(=O)CC(CC(O)=O)(C(O)=O)O. Product: [F:18][C:19]([F:32])([F:31])[S:20]([O:11][C:3]1[C:2]([F:1])=[CH:10][C:6]2[CH2:7][CH2:8][O:9][C:5]=2[CH:4]=1)(=[O:22])=[O:21]. The catalyst class is: 2. (2) Reactant: C(Cl)CCl.[CH:5]1[CH:6]=C[C:8]2N(O)[N:12]=[N:11][C:9]=2[CH:10]=1.[OH:15][N:16]=[C:17]([C:19]1[CH:24]=[CH:23][C:22]([O:25][C:26]([F:29])([F:28])[F:27])=[CH:21][CH:20]=1)[NH2:18].CC1NN=C(C(O)=O)C=1. Product: [CH3:8][C:9]1[NH:11][N:12]=[C:5]([C:6]2[O:15][N:16]=[C:17]([C:19]3[CH:24]=[CH:23][C:22]([O:25][C:26]([F:28])([F:27])[F:29])=[CH:21][CH:20]=3)[N:18]=2)[CH:10]=1. The catalyst class is: 18. (3) Reactant: [C:1]([O:4][CH2:5][C:6]1[CH:11]=[CH:10][CH:9]=[C:8]([N+:12]([O-:14])=[O:13])[C:7]=1Br)(=[O:3])[CH3:2].C([O-])(=O)C.[K+].[B:21]1([B:21]2[O:25][C:24]([CH3:27])([CH3:26])[C:23]([CH3:29])([CH3:28])[O:22]2)[O:25][C:24]([CH3:27])([CH3:26])[C:23]([CH3:29])([CH3:28])[O:22]1. Product: [C:1]([O:4][CH2:5][C:6]1[CH:11]=[CH:10][CH:9]=[C:8]([N+:12]([O-:14])=[O:13])[C:7]=1[B:21]1[O:25][C:24]([CH3:27])([CH3:26])[C:23]([CH3:29])([CH3:28])[O:22]1)(=[O:3])[CH3:2]. The catalyst class is: 12. (4) Reactant: [C:1]([C:3]([NH:26][C:27](=[O:39])[C:28]1[CH:33]=[CH:32][C:31]([O:34][C:35]([F:38])([F:37])[F:36])=[CH:30][CH:29]=1)([CH3:25])[CH2:4][O:5][C:6]1[CH:7]=[C:8]([CH2:16][NH:17]C(=O)OC(C)(C)C)[C:9]2[CH2:13][O:12][B:11]([OH:14])[C:10]=2[CH:15]=1)#[N:2].C(O)(C(F)(F)F)=[O:41]. Product: [NH2:17][CH2:16][C:8]1[C:9]2[CH2:13][O:12][B:11]([OH:14])[C:10]=2[CH:15]=[C:6]([O:5][CH2:4][C:3]([NH:26][C:27](=[O:39])[C:28]2[CH:33]=[CH:32][C:31]([O:34][C:35]([F:38])([F:36])[F:37])=[CH:30][CH:29]=2)([C:1]#[N:2])[CH3:25])[CH:7]=1.[NH2:2][C:1](=[O:41])[C:3]([NH:26][C:27](=[O:39])[C:28]1[CH:29]=[CH:30][C:31]([O:34][C:35]([F:36])([F:38])[F:37])=[CH:32][CH:33]=1)([CH3:25])[CH2:4][O:5][C:6]1[CH:7]=[C:8]([CH2:16][NH2:17])[C:9]2[CH2:13][O:12][B:11]([OH:14])[C:10]=2[CH:15]=1. The catalyst class is: 2. (5) Reactant: [Cl:1][CH:2]([CH3:6])[C:3](Cl)=[O:4].[NH2:7][C:8]1[CH:13]=[CH:12][C:11]([Br:14])=[CH:10][N:9]=1.C(N(CC)CC)C.O. Product: [Br:14][C:11]1[CH:12]=[CH:13][C:8]([NH:7][C:3](=[O:4])[CH:2]([Cl:1])[CH3:6])=[N:9][CH:10]=1. The catalyst class is: 2. (6) Reactant: [F:1][CH:2]([F:38])[C:3]1[N:7]([C:8]2[N:13]=[C:12]([N:14]3[CH2:19][CH2:18][O:17][CH2:16][CH2:15]3)[N:11]=[C:10]([O:20][CH:21]3[CH2:24][N:23]([C:25]([C@H:27]4[CH2:32][CH2:31][C@@H:30]([OH:33])[CH2:29][CH2:28]4)=[O:26])[CH2:22]3)[CH:9]=2)[C:6]2[CH:34]=[CH:35][CH:36]=[CH:37][C:5]=2[N:4]=1.CC(OI1(OC(C)=O)(OC(C)=O)OC(=O)C2C=CC=CC1=2)=O.C(OCC)(=O)C. Product: [F:38][CH:2]([F:1])[C:3]1[N:7]([C:8]2[N:13]=[C:12]([N:14]3[CH2:19][CH2:18][O:17][CH2:16][CH2:15]3)[N:11]=[C:10]([O:20][CH:21]3[CH2:22][N:23]([C:25]([CH:27]4[CH2:32][CH2:31][C:30](=[O:33])[CH2:29][CH2:28]4)=[O:26])[CH2:24]3)[CH:9]=2)[C:6]2[CH:34]=[CH:35][CH:36]=[CH:37][C:5]=2[N:4]=1. The catalyst class is: 2. (7) Reactant: [F:1][C:2]1[CH:20]=[CH:19][CH:18]=[C:17]([F:21])[C:3]=1[O:4][C:5]1[CH2:9][N:8]([C@@H:10]([CH2:14][CH3:15])[C:11]([OH:13])=O)[C:7](=[O:16])[CH:6]=1.[CH3:22][C:23]1([CH3:35])[O:27][C@H:26]([CH2:28][N:29]2[CH:33]=[CH:32][C:31]([NH2:34])=[N:30]2)[CH2:25][O:24]1.F[P-](F)(F)(F)(F)F.N1(O[P+](N(C)C)(N(C)C)N(C)C)C2C=CC=CC=2N=N1.C(N(CC)C(C)C)(C)C. Product: [F:21][C:17]1[CH:18]=[CH:19][CH:20]=[C:2]([F:1])[C:3]=1[O:4][C:5]1[CH2:9][N:8]([C@@H:10]([CH2:14][CH3:15])[C:11]([NH:34][C:31]2[CH:32]=[CH:33][N:29]([CH2:28][C@@H:26]3[CH2:25][O:24][C:23]([CH3:35])([CH3:22])[O:27]3)[N:30]=2)=[O:13])[C:7](=[O:16])[CH:6]=1. The catalyst class is: 42. (8) Reactant: O[CH:2]1[CH2:11][CH2:10][CH2:9][C:8]2[CH:7]=[C:6]([O:12][S:13]([C:16]([F:19])([F:18])[F:17])(=[O:15])=[O:14])[CH:5]=[CH:4][C:3]1=2.C1C=CC(P([N:34]=[N+:35]=[N-:36])(C2C=CC=CC=2)=O)=CC=1.C1CCN2C(=NCCC2)CC1. Product: [N:34]([CH:2]1[CH2:11][CH2:10][CH2:9][C:8]2[CH:7]=[C:6]([O:12][S:13]([C:16]([F:19])([F:18])[F:17])(=[O:15])=[O:14])[CH:5]=[CH:4][C:3]1=2)=[N+:35]=[N-:36]. The catalyst class is: 1. (9) Reactant: [OH:1][C:2]1[CH:21]=[CH:20][C:5]2[O:6][CH2:7][C:8]3[CH:19]=[CH:18][CH:17]=[CH:16][C:9]=3/[C:10](=[CH:11]/[CH2:12][CH2:13][NH:14][CH3:15])/[C:4]=2[CH:3]=1. Product: [OH:1][C:2]1[CH:21]=[CH:20][C:5]2[O:6][CH2:7][C:8]3[CH:19]=[CH:18][CH:17]=[CH:16][C:9]=3/[C:10](=[CH:11]\[CH2:12][CH2:13][NH:14][CH3:15])/[C:4]=2[CH:3]=1. The catalyst class is: 209. (10) Reactant: [CH:1]12[CH2:10][CH:5]3[CH2:6][CH:7]([CH2:9][CH:3]([CH2:4]3)[CH:2]1[NH:11][C:12](=[O:15])[CH2:13]Cl)[CH2:8]2.[N:16]1[CH:21]=[CH:20][CH:19]=[CH:18][C:17]=1[CH2:22][N:23]1[CH2:28][CH2:27][NH:26][CH2:25][CH2:24]1.C([O-])([O-])=O.[K+].[K+]. Product: [CH:1]12[CH2:10][CH:5]3[CH2:6][CH:7]([CH2:9][CH:3]([CH2:4]3)[CH:2]1[NH:11][C:12](=[O:15])[CH2:13][N:26]1[CH2:27][CH2:28][N:23]([CH2:22][C:17]3[CH:18]=[CH:19][CH:20]=[CH:21][N:16]=3)[CH2:24][CH2:25]1)[CH2:8]2. The catalyst class is: 16.